This data is from Full USPTO retrosynthesis dataset with 1.9M reactions from patents (1976-2016). The task is: Predict the reactants needed to synthesize the given product. (1) Given the product [CH3:31][N:32]([CH3:49])[S:33]([C:2]1[CH:3]=[C:4]([CH:24]=[C:25]([C:27]([F:29])([F:30])[F:28])[CH:26]=1)[C:5]([N:7]([C:9]1[CH:10]=[N:11][CH:12]=[CH:13][C:14]=1[C:15]1[CH:20]=[CH:19][C:18]([F:21])=[CH:17][C:16]=1[O:22][CH3:23])[CH3:8])=[O:6])(=[O:35])=[O:34], predict the reactants needed to synthesize it. The reactants are: F[C:2]1[CH:3]=[C:4]([CH:24]=[C:25]([C:27]([F:30])([F:29])[F:28])[CH:26]=1)[C:5]([N:7]([C:9]1[CH:10]=[N:11][CH:12]=[CH:13][C:14]=1[C:15]1[CH:20]=[CH:19][C:18]([F:21])=[CH:17][C:16]=1[O:22][CH3:23])[CH3:8])=[O:6].[CH3:31][N:32]([CH3:49])[S:33](C1C=C(C=C(C(F)(F)F)C=1)C(O)=O)(=[O:35])=[O:34]. (2) The reactants are: [NH2:1][C:2]1[CH:7]=[CH:6][C:5]([S:8][C:9]2[C:10]([CH2:26]C)=[N:11][N:12]([CH2:16][CH2:17][NH:18][C:19](=[O:25])[O:20][C:21]([CH3:24])([CH3:23])[CH3:22])[C:13]=2[CH2:14]C)=[CH:4][CH:3]=1.[CH3:28]COC(C)=O. Given the product [NH2:1][C:2]1[CH:7]=[CH:6][C:5]([S:8][C:9]2[C:10]([CH3:26])=[N:11][N:12]([CH2:16][CH2:17][N:18]([CH3:28])[C:19](=[O:25])[O:20][C:21]([CH3:24])([CH3:22])[CH3:23])[C:13]=2[CH3:14])=[CH:4][CH:3]=1, predict the reactants needed to synthesize it.